From a dataset of Reaction yield outcomes from USPTO patents with 853,638 reactions. Predict the reaction yield, written as a fraction of the theoretical maximum amount of product (1.0 means a 100% yield; for example, 0.34 means a 34% yield). (1) The reactants are Br[C:2]1[C:7]([C:8]([F:11])([F:10])[F:9])=[CH:6][CH:5]=[CH:4][N:3]=1.[Li]CCCC.[CH3:17][C:18]([O:21][C:22]([NH:24][CH2:25][C:26](N(OC)C)=[O:27])=[O:23])([CH3:20])[CH3:19]. The catalyst is C1(C)C=CC=CC=1.CCCCCC. The product is [O:27]=[C:26]([C:2]1[C:7]([C:8]([F:11])([F:10])[F:9])=[CH:6][CH:5]=[CH:4][N:3]=1)[CH2:25][NH:24][C:22](=[O:23])[O:21][C:18]([CH3:19])([CH3:17])[CH3:20]. The yield is 0.350. (2) The reactants are [CH3:1][O:2][C:3]1[CH:4]=[C:5]2[C:10](=[CH:11][C:12]=1[O:13][CH2:14][CH2:15][N:16]([CH3:24])[C:17]1[CH:22]=[C:21]([CH3:23])[N:20]=[CH:19][N:18]=1)[N:9]=[CH:8][NH:7][C:6]2=O.S(Cl)([Cl:28])=O. The catalyst is CN(C=O)C.C1(C)C=CC=CC=1. The product is [ClH:28].[Cl:28][C:6]1[C:5]2[C:10](=[CH:11][C:12]([O:13][CH2:14][CH2:15][N:16]([CH3:24])[C:17]3[CH:22]=[C:21]([CH3:23])[N:20]=[CH:19][N:18]=3)=[C:3]([O:2][CH3:1])[CH:4]=2)[N:9]=[CH:8][N:7]=1. The yield is 0.900. (3) The reactants are [NH:1]1[CH:5]=[C:4]([CH2:6][N:7]2[C@H:20]3[C@H:11]([CH2:12][CH2:13][C:14]4[C:19]3=[N:18][CH:17]=[CH:16][CH:15]=4)[CH2:10][CH2:9][CH2:8]2)[N:3]=[CH:2]1.Cl.[CH3:22][N:23]([CH3:28])[CH2:24][CH2:25][CH2:26]Cl.C(=O)([O-])[O-].[K+].[K+].[I-].[K+]. The catalyst is C(#N)C. The product is [N:7]1([CH2:6][C:4]2[N:3]=[CH:2][N:1]([CH2:26][CH2:25][CH2:24][N:23]([CH3:28])[CH3:22])[CH:5]=2)[C@H:20]2[C@H:11]([CH2:12][CH2:13][C:14]3[C:19]2=[N:18][CH:17]=[CH:16][CH:15]=3)[CH2:10][CH2:9][CH2:8]1.[N:7]1([CH2:6][C:4]2[N:3]([CH2:26][CH2:25][CH2:24][N:23]([CH3:28])[CH3:22])[CH:2]=[N:1][CH:5]=2)[C@H:20]2[C@H:11]([CH2:12][CH2:13][C:14]3[C:19]2=[N:18][CH:17]=[CH:16][CH:15]=3)[CH2:10][CH2:9][CH2:8]1. The yield is 0.180. (4) The reactants are [CH2:1]([O:8][C:9]1[CH:14]=[CH:13][C:12]([C@@H:15]2[CH2:20][CH2:19][N:18](C(OC(C)(C)C)=O)[CH2:17][C@H:16]2[F:28])=[CH:11][CH:10]=1)[C:2]1[CH:7]=[CH:6][CH:5]=[CH:4][CH:3]=1.[ClH:29]. The catalyst is O1CCOCC1. The product is [ClH:29].[CH2:1]([O:8][C:9]1[CH:14]=[CH:13][C:12]([C@@H:15]2[CH2:20][CH2:19][NH:18][CH2:17][C@H:16]2[F:28])=[CH:11][CH:10]=1)[C:2]1[CH:3]=[CH:4][CH:5]=[CH:6][CH:7]=1. The yield is 0.880. (5) The reactants are [Si:1]([O:8][C@@H:9]([CH2:16][CH2:17][CH2:18][O:19][Si:20]([C:33]([CH3:36])([CH3:35])[CH3:34])([C:27]1[CH:32]=[CH:31][CH:30]=[CH:29][CH:28]=1)[C:21]1[CH:26]=[CH:25][CH:24]=[CH:23][CH:22]=1)[CH2:10][C:11](=[CH2:15])[C:12](=O)[CH3:13])([C:4]([CH3:7])([CH3:6])[CH3:5])([CH3:3])[CH3:2].C(N(CC)CC)C. The catalyst is C(O)C. The product is [CH3:6][C:4]([CH3:7])([Si:1]([CH3:2])([CH3:3])[O:8][C@H:9]([CH2:10][C:11]([CH3:15])=[C:12]=[CH2:13])[CH2:16][CH2:17][CH2:18][O:19][Si:20]([C:21]1[CH:22]=[CH:23][CH:24]=[CH:25][CH:26]=1)([C:27]1[CH:32]=[CH:31][CH:30]=[CH:29][CH:28]=1)[C:33]([CH3:34])([CH3:35])[CH3:36])[CH3:5]. The yield is 0.350.